This data is from Forward reaction prediction with 1.9M reactions from USPTO patents (1976-2016). The task is: Predict the product of the given reaction. (1) Given the reactants [NH:1]1[C:9]2[C:4](=[CH:5][CH:6]=[CH:7][CH:8]=2)[C:3]2([C:21]3[C:12](=[CH:13][C:14]4[O:19][CH2:18][CH2:17][O:16][C:15]=4[CH:20]=3)[O:11][CH2:10]2)[C:2]1=[O:22].N1C2C(=CC=CC=2)[C@@]2(C3C(=CC4OCCOC=4C=3)OC2)C1=O.Cl[CH2:46][C:47]1[CH:48]=[C:49]([S:53]([N:56]2[CH2:61][CH2:60][O:59][CH2:58][CH2:57]2)(=[O:55])=[O:54])[CH:50]=[CH:51][CH:52]=1.BrCCCCC, predict the reaction product. The product is: [N:56]1([S:53]([C:49]2[CH:48]=[C:47]([CH:52]=[CH:51][CH:50]=2)[CH2:46][N:1]2[C:9]3[C:4](=[CH:5][CH:6]=[CH:7][CH:8]=3)[C:3]3([C:21]4[C:12](=[CH:13][C:14]5[O:19][CH2:18][CH2:17][O:16][C:15]=5[CH:20]=4)[O:11][CH2:10]3)[C:2]2=[O:22])(=[O:54])=[O:55])[CH2:57][CH2:58][O:59][CH2:60][CH2:61]1. (2) The product is: [OH:8][CH2:9][CH2:10][NH:11][C:12]([C:14]1[C:19]([O:20][CH2:21][C:22]2[CH:23]=[CH:24][CH:25]=[CH:26][CH:27]=2)=[C:18]([OH:28])[N:17]=[C:16]([CH2:29][C:30]2([C:35]3[C:44]4[C:39](=[CH:40][CH:41]=[CH:42][CH:43]=4)[CH:38]=[CH:37][CH:36]=3)[CH2:31][CH2:32][CH2:33][CH2:34]2)[N:15]=1)=[O:13]. Given the reactants [Si]([O:8][CH2:9][CH2:10][NH:11][C:12]([C:14]1[C:19]([O:20][CH2:21][C:22]2[CH:27]=[CH:26][CH:25]=[CH:24][CH:23]=2)=[C:18]([OH:28])[N:17]=[C:16]([CH2:29][C:30]2([C:35]3[C:44]4[C:39](=[CH:40][CH:41]=[CH:42][CH:43]=4)[CH:38]=[CH:37][CH:36]=3)[CH2:34][CH2:33][CH2:32][CH2:31]2)[N:15]=1)=[O:13])(C(C)(C)C)(C)C.Cl.CO, predict the reaction product.